This data is from Full USPTO retrosynthesis dataset with 1.9M reactions from patents (1976-2016). The task is: Predict the reactants needed to synthesize the given product. Given the product [Br:12][C:8]1[CH:7]=[CH:6][C:5]2[NH:1][S:2](=[O:10])(=[O:11])[CH2:3][C:4]=2[CH:9]=1, predict the reactants needed to synthesize it. The reactants are: [NH:1]1[C:5]2[CH:6]=[CH:7][CH:8]=[CH:9][C:4]=2[CH2:3][S:2]1(=[O:11])=[O:10].[Br:12]Br.